Dataset: Full USPTO retrosynthesis dataset with 1.9M reactions from patents (1976-2016). Task: Predict the reactants needed to synthesize the given product. (1) Given the product [NH2:14][C:12]1[CH:11]=[N:10][N:9]([C:2]([CH3:1])([CH3:8])[C:3]([O:5][CH2:6][CH3:7])=[O:4])[CH:13]=1, predict the reactants needed to synthesize it. The reactants are: [CH3:1][C:2]([N:9]1[CH:13]=[C:12]([N+:14]([O-])=O)[CH:11]=[N:10]1)([CH3:8])[C:3]([O:5][CH2:6][CH3:7])=[O:4]. (2) The reactants are: [Br:1][C:2]1[CH:7]=[CH:6][C:5]([CH3:8])=[CH:4][N:3]=1.C1C=C(Cl)C=C(C(OO)=[O:17])C=1. Given the product [Br:1][C:2]1[CH:7]=[CH:6][C:5]([CH3:8])=[CH:4][N+:3]=1[O-:17], predict the reactants needed to synthesize it. (3) The reactants are: C(NC(C)C)(C)C.C([Li])CCC.[F:13][C:14]1[CH:19]=[CH:18][CH:17]=[C:16]([F:20])[N:15]=1.[C:21](=[O:23])=[O:22]. Given the product [F:20][C:16]1[N:15]=[C:14]([F:13])[CH:19]=[CH:18][C:17]=1[C:21]([OH:23])=[O:22], predict the reactants needed to synthesize it.